This data is from Forward reaction prediction with 1.9M reactions from USPTO patents (1976-2016). The task is: Predict the product of the given reaction. (1) The product is: [F:25][C:21]1[CH:20]=[C:19]([CH:24]=[CH:23][CH:22]=1)[CH2:18][O:17][C:14]1[CH:13]=[CH:12][C:11]([N:7]2[C:8](=[O:10])[CH2:9][C@@H:5]([C:3]([OH:4])=[O:2])[CH2:6]2)=[CH:16][CH:15]=1. Given the reactants C[O:2][C:3]([C@@H:5]1[CH2:9][C:8](=[O:10])[N:7]([C:11]2[CH:16]=[CH:15][C:14]([O:17][CH2:18][C:19]3[CH:24]=[CH:23][CH:22]=[C:21]([F:25])[CH:20]=3)=[CH:13][CH:12]=2)[CH2:6]1)=[O:4].Cl, predict the reaction product. (2) Given the reactants [CH2:1]([N:8]1[C:12]([C:13]2[O:14]C=CC=2)=[CH:11][C:10]([C:18]([F:21])([F:20])[F:19])=[N:9]1)[C:2]1[CH:7]=[CH:6][CH:5]=[CH:4][CH:3]=1.[Mn]([O-])(=O)(=O)=[O:23].[K+].CC(O)C, predict the reaction product. The product is: [CH2:1]([N:8]1[C:12]([C:13]([OH:14])=[O:23])=[CH:11][C:10]([C:18]([F:21])([F:20])[F:19])=[N:9]1)[C:2]1[CH:3]=[CH:4][CH:5]=[CH:6][CH:7]=1.